Task: Predict the product of the given reaction.. Dataset: Forward reaction prediction with 1.9M reactions from USPTO patents (1976-2016) (1) The product is: [C:22]([C:24]1[CH:29]=[C:28]([C:2]2[CH:3]=[C:4]3[C:9](=[CH:10][CH:11]=2)[N:8]=[CH:7][CH:6]=[C:5]3[S:12][C:13]2([C:17]([O:19][CH2:20][CH3:21])=[O:18])[CH2:16][CH2:15][CH2:14]2)[CH:27]=[CH:26][CH:25]=1)#[N:23]. Given the reactants Br[C:2]1[CH:3]=[C:4]2[C:9](=[CH:10][CH:11]=1)[N:8]=[CH:7][CH:6]=[C:5]2[S:12][C:13]1([C:17]([O:19][CH2:20][CH3:21])=[O:18])[CH2:16][CH2:15][CH2:14]1.[C:22]([C:24]1[CH:25]=[C:26](B(O)O)[CH:27]=[CH:28][CH:29]=1)#[N:23].C(=O)([O-])[O-].[Na+].[Na+].O1CCOCC1, predict the reaction product. (2) Given the reactants C(OC([N:8]=[C:9]([N:11](C(OC(C)(C)C)=O)[O:12][CH2:13][CH2:14][NH:15][C:16](=[O:39])[CH2:17][C:18]1[C:23]([C:24]#[N:25])=[CH:22][CH:21]=[C:20]([NH:26][CH2:27][C:28]([F:37])([F:36])[C:29]2[CH:34]=[CH:33][C:32]([CH3:35])=[CH:31][N:30]=2)[C:19]=1[F:38])[NH2:10])=O)(C)(C)C.C(O)(C(F)(F)F)=O, predict the reaction product. The product is: [C:9]([NH:11][O:12][CH2:13][CH2:14][NH:15][C:16](=[O:39])[CH2:17][C:18]1[C:23]([C:24]#[N:25])=[CH:22][CH:21]=[C:20]([NH:26][CH2:27][C:28]([F:36])([F:37])[C:29]2[CH:34]=[CH:33][C:32]([CH3:35])=[CH:31][N:30]=2)[C:19]=1[F:38])(=[NH:8])[NH2:10]. (3) Given the reactants [C:1]([OH:13])(=[O:12])[CH2:2][C:3]([CH2:8][C:9]([OH:11])=[O:10])([C:5]([OH:7])=[O:6])[OH:4].[OH:14][CH2:15][CH:16]([CH2:18][OH:19])[OH:17], predict the reaction product. The product is: [OH:14][CH2:15][CH:16]([CH2:18][OH:19])[OH:17].[C:1]([O-:13])(=[O:12])[CH2:2][C:3]([CH2:8][C:9]([O-:11])=[O:10])([C:5]([O-:7])=[O:6])[OH:4]. (4) Given the reactants Cl.[NH:2]1[C:10]2[C:5](=[CH:6][CH:7]=[CH:8][CH:9]=2)[C:4]([C:11]([CH3:15])([CH3:14])[CH2:12][NH2:13])=[CH:3]1.Br[CH2:17][C:18](=O)[C:19]([O:21][CH2:22][CH:23]1[CH2:27][O:26][C:25](C)([CH3:28])[O:24]1)=[O:20], predict the reaction product. The product is: [CH3:28][CH:25]1[O:24][CH:23]([CH2:22][O:21][C:19]([C:18]2[C:3]3[NH:2][C:10]4[CH:9]=[CH:8][CH:7]=[CH:6][C:5]=4[C:4]=3[C:11]([CH3:15])([CH3:14])[CH2:12][NH:13][CH:17]=2)=[O:20])[CH2:27][O:26]1. (5) The product is: [CH3:1][N:2]1[C:6]([C:7](=[N:14][O:15][CH2:16][C:17]2[N:22]=[C:21]([NH2:23])[CH:20]=[CH:19][CH:18]=2)[C:8]2[CH:9]=[CH:10][CH:11]=[CH:12][CH:13]=2)=[N:5][CH:4]=[N:3]1. Given the reactants [CH3:1][N:2]1[C:6]([C:7](=[N:14][O:15][CH2:16][C:17]2[N:22]=[C:21]([N:23]3C(=O)C4C(=CC=CC=4)C3=O)[CH:20]=[CH:19][CH:18]=2)[C:8]2[CH:13]=[CH:12][CH:11]=[CH:10][CH:9]=2)=[N:5][CH:4]=[N:3]1.O.NN, predict the reaction product. (6) Given the reactants Cl[C:2]1[CH:3]=[C:4]([C:13]2[CH:18]=[CH:17][C:16]([C:19]([F:22])([F:21])[F:20])=[CH:15][CH:14]=2)[CH:5]=[CH:6][C:7]=1[NH:8][S:9]([CH3:12])(=[O:11])=[O:10].ClC1C=C(C2C=CC(C(F)(F)F)=CC=2)C=CC=1N, predict the reaction product. The product is: [F:22][C:19]([F:20])([F:21])[C:16]1[CH:15]=[CH:14][C:13]([C:4]2[CH:3]=[CH:2][C:7]([NH:8][S:9]([CH3:12])(=[O:10])=[O:11])=[CH:6][CH:5]=2)=[CH:18][CH:17]=1.